This data is from Reaction yield outcomes from USPTO patents with 853,638 reactions. The task is: Predict the reaction yield, written as a fraction of the theoretical maximum amount of product (1.0 means a 100% yield; for example, 0.34 means a 34% yield). (1) The reactants are [Cl:1][C:2]1[CH:3]=[C:4]([C:9](=O)[CH3:10])[CH:5]=[CH:6][C:7]=1[Cl:8].[NH2:12][C:13]([NH2:15])=[S:14]. No catalyst specified. The product is [NH2:15][C:13]1[S:14][CH:10]=[C:9]([C:4]2[CH:5]=[CH:6][C:7]([Cl:8])=[C:2]([Cl:1])[CH:3]=2)[N:12]=1. The yield is 0.778. (2) The reactants are [Br:1][C:2]1[CH:15]=[CH:14][C:13]2[C:12](=O)[C:11]3[C:6](=[CH:7][CH:8]=[CH:9][CH:10]=3)[C:5](=O)[C:4]=2[CH:3]=1.C1(O)CCCCC1.[Al](OC(CC)C)(OC(CC)C)OC(CC)C.[K+].[Br-]. No catalyst specified. The product is [Br:1][C:2]1[CH:15]=[CH:14][C:13]2[C:4](=[CH:5][C:6]3[C:11]([CH:12]=2)=[CH:10][CH:9]=[CH:8][CH:7]=3)[CH:3]=1. The yield is 0.710. (3) The reactants are [CH2:1]([C:3]1[CH:8]=[CH:7][C:6]([C:9]2[N:14]=[C:13]([N:15]([CH3:35])[CH2:16][CH2:17][CH2:18][O:19][C:20]3[CH:21]=[C:22]4[C:26](=[CH:27][CH:28]=3)[C@H:25]([CH2:29][C:30]([O:32]CC)=[O:31])[CH2:24][CH2:23]4)[C:12]([CH3:36])=[CH:11][N:10]=2)=[CH:5][CH:4]=1)[CH3:2].O.[Li+].[OH-].Cl. The catalyst is C1COCC1.CCO. The product is [CH2:1]([C:3]1[CH:4]=[CH:5][C:6]([C:9]2[N:14]=[C:13]([N:15]([CH3:35])[CH2:16][CH2:17][CH2:18][O:19][C:20]3[CH:21]=[C:22]4[C:26](=[CH:27][CH:28]=3)[C@H:25]([CH2:29][C:30]([OH:32])=[O:31])[CH2:24][CH2:23]4)[C:12]([CH3:36])=[CH:11][N:10]=2)=[CH:7][CH:8]=1)[CH3:2]. The yield is 0.890. (4) The reactants are [CH3:1][CH:2]1[CH:27]2[O:28][C:26]2([CH3:29])[CH:25]([O:30]C(CC(C)C)=O)[CH2:24][C:22](=[O:23])[N:21]([CH3:37])[C:14]2=[C:15]([Cl:20])[C:16]([O:18][CH3:19])=[CH:17][C:12](=[CH:13]2)[CH2:11][C:10]([CH3:38])=[CH:9][CH:8]=[CH:7][CH:6]([O:39][CH3:40])[C:5]2([OH:45])[NH:41][C:42]([O:44][CH:3]1[CH2:4]2)=[O:43].Cl.[Al]. The catalyst is C(OCC)(=O)C.O.O1CCCC1. The product is [CH3:1][CH:2]1[CH:27]2[O:28][C:26]2([CH3:29])[CH:25]([OH:30])[CH2:24][C:22](=[O:23])[N:21]([CH3:37])[C:14]2=[C:15]([Cl:20])[C:16]([O:18][CH3:19])=[CH:17][C:12](=[CH:13]2)[CH2:11][C:10]([CH3:38])=[CH:9][CH:8]=[CH:7][CH:6]([O:39][CH3:40])[C:5]2([OH:45])[NH:41][C:42]([O:44][CH:3]1[CH2:4]2)=[O:43]. The yield is 0.660. (5) The reactants are [CH3:1][O:2][C:3]1[CH:49]=[CH:48][C:6]([CH2:7][O:8][C@@H:9]2[C@@H:17]([CH2:18][O:19][Si](C(C)(C)C)(C)C)[O:16][CH:15]3[CH:11]([N:12]=[C:13]([N:27]([CH2:35][CH2:36][CH3:37])[C:28](=[O:34])[O:29][C:30]([CH3:33])([CH3:32])[CH3:31])[S:14]3)[C@H:10]2[O:38][CH2:39][C:40]2[CH:45]=[CH:44][C:43]([O:46][CH3:47])=[CH:42][CH:41]=2)=[CH:5][CH:4]=1.CCCC[N+](CCCC)(CCCC)CCCC.[F-]. The catalyst is O1CCCC1.[Cl-].[Na+].O. The product is [OH:19][CH2:18][C@H:17]1[O:16][C@H:15]2[C@H:11]([N:12]=[C:13]([N:27]([CH2:35][CH2:36][CH3:37])[C:28](=[O:34])[O:29][C:30]([CH3:33])([CH3:31])[CH3:32])[S:14]2)[C@@H:10]([O:38][CH2:39][C:40]2[CH:41]=[CH:42][C:43]([O:46][CH3:47])=[CH:44][CH:45]=2)[C@@H:9]1[O:8][CH2:7][C:6]1[CH:48]=[CH:49][C:3]([O:2][CH3:1])=[CH:4][CH:5]=1. The yield is 0.910. (6) The reactants are [N+]([C:4]1[CH:9]=[CH:8][C:7]([OH:10])=[CH:6][CH:5]=1)([O-])=O.C(=O)([O-])[O-:12].[K+].[K+].C[N:18]([CH3:21])C=O.[CH2:22]([CH:24]([CH2:27][CH2:28][CH2:29][CH3:30])CBr)[CH3:23].[OH2:31]. No catalyst specified. The product is [CH2:29]([C:28]1[C:21]([N+:18]([O-:12])=[O:31])=[CH:23][CH:22]=[CH:24][C:27]=1[O:10][CH2:7][CH2:6][CH2:5][CH2:4][CH2:9][CH3:8])[CH3:30]. The yield is 0.990. (7) The reactants are [CH3:1][O:2][C:3]1[CH:4]=[C:5]2[C:10](=[CH:11][C:12]=1[O:13][CH3:14])[N:9]=[CH:8][N:7]=[C:6]2[O:15][C:16]1[CH:22]=[CH:21][C:19]([NH2:20])=[C:18]([F:23])[CH:17]=1.[F:24][C:25]1[CH:30]=[C:29]([F:31])[CH:28]=[CH:27][C:26]=1[N:32]=[C:33]=[O:34]. The catalyst is C(Cl)(Cl)Cl. The product is [F:24][C:25]1[CH:30]=[C:29]([F:31])[CH:28]=[CH:27][C:26]=1[NH:32][C:33]([NH:20][C:19]1[CH:21]=[CH:22][C:16]([O:15][C:6]2[C:5]3[C:10](=[CH:11][C:12]([O:13][CH3:14])=[C:3]([O:2][CH3:1])[CH:4]=3)[N:9]=[CH:8][N:7]=2)=[CH:17][C:18]=1[F:23])=[O:34]. The yield is 0.670. (8) The catalyst is CO. The product is [Cl:3][C:4]1[C:5]([CH2:14][OH:15])=[N:6][CH:7]=[C:8]([C:10]([F:13])([F:11])[F:12])[CH:9]=1. The reactants are [BH4-].[Na+].[Cl:3][C:4]1[C:5]([C:14](OCC)=[O:15])=[N:6][CH:7]=[C:8]([C:10]([F:13])([F:12])[F:11])[CH:9]=1. The yield is 0.600. (9) The reactants are [OH-].[Na+].[F:3][C:4]1[CH:20]=[CH:19][C:18]([F:21])=[CH:17][C:5]=1[CH2:6][C:7]1[O:11][N:10]=[C:9]([C:12]([O:14]CC)=[O:13])[N:8]=1.Cl. The catalyst is C(O)C. The yield is 0.920. The product is [F:3][C:4]1[CH:20]=[CH:19][C:18]([F:21])=[CH:17][C:5]=1[CH2:6][C:7]1[O:11][N:10]=[C:9]([C:12]([OH:14])=[O:13])[N:8]=1.